The task is: Predict the reactants needed to synthesize the given product.. This data is from Full USPTO retrosynthesis dataset with 1.9M reactions from patents (1976-2016). (1) The reactants are: [H-].[Na+].[C:3]([O:7][C:8]([N:10]1[CH2:20][CH2:19][C:13]2([C:17](=[O:18])[NH:16][CH2:15][CH2:14]2)[CH2:12][CH2:11]1)=[O:9])([CH3:6])([CH3:5])[CH3:4].[Br:21][C:22]1[CH:29]=[CH:28][C:25]([CH2:26]Br)=[CH:24][CH:23]=1.O. Given the product [C:3]([O:7][C:8]([N:10]1[CH2:11][CH2:12][C:13]2([C:17](=[O:18])[N:16]([CH2:26][C:25]3[CH:28]=[CH:29][C:22]([Br:21])=[CH:23][CH:24]=3)[CH2:15][CH2:14]2)[CH2:19][CH2:20]1)=[O:9])([CH3:6])([CH3:4])[CH3:5], predict the reactants needed to synthesize it. (2) The reactants are: [CH3:1][C:2]1[C:10]2[C:5](=[CH:6][CH:7]=[C:8](B3OC(C)(C)C(C)(C)O3)[CH:9]=2)[NH:4][CH:3]=1.Cl[C:21]1[N:26]=[N:25][C:24]([O:27][C@@H:28]2[CH:33]3[CH2:34][CH2:35][N:30]([CH2:31][CH2:32]3)[CH2:29]2)=[CH:23][CH:22]=1.N. Given the product [N:30]12[CH2:31][CH2:32][CH:33]([CH2:34][CH2:35]1)[C@@H:28]([O:27][C:24]1[N:25]=[N:26][C:21]([C:8]3[CH:9]=[C:10]4[C:5](=[CH:6][CH:7]=3)[NH:4][CH:3]=[C:2]4[CH3:1])=[CH:22][CH:23]=1)[CH2:29]2, predict the reactants needed to synthesize it. (3) Given the product [CH3:19][C:17]1[CH:18]=[C:10]([CH2:9][CH:8]([NH:20][C:21]([N:23]2[CH2:28][CH2:27][CH:26]([N:29]3[CH2:38][C:37]4[C:32](=[CH:33][CH:34]=[CH:35][CH:36]=4)[NH:31][C:30]3=[O:39])[CH2:25][CH2:24]2)=[O:22])[C:6]2[CH:5]=[CH:4][CH:3]=[C:2]([C:40]3[CH:45]=[CH:44][CH:43]=[CH:42][CH:41]=3)[N:7]=2)[CH:11]=[C:12]2[C:16]=1[NH:15][N:14]=[CH:13]2, predict the reactants needed to synthesize it. The reactants are: Br[C:2]1[N:7]=[C:6]([CH:8]([NH:20][C:21]([N:23]2[CH2:28][CH2:27][CH:26]([N:29]3[CH2:38][C:37]4[C:32](=[CH:33][CH:34]=[CH:35][CH:36]=4)[NH:31][C:30]3=[O:39])[CH2:25][CH2:24]2)=[O:22])[CH2:9][C:10]2[CH:11]=[C:12]3[C:16](=[C:17]([CH3:19])[CH:18]=2)[NH:15][N:14]=[CH:13]3)[CH:5]=[CH:4][CH:3]=1.[C:40]1(B(O)O)[CH:45]=[CH:44][CH:43]=[CH:42][CH:41]=1.C1(C)C=CC=CC=1.C(=O)([O-])[O-].[K+].[K+]. (4) Given the product [F:1][C:2]([F:7])([F:6])[C:3]([O-:5])=[O:4].[CH3:31][N:29]([CH3:30])[C:27](=[O:28])[CH2:26][CH:25]1[N+:20]2=[CH:19][CH2:18][C:17](=[O:41])[C:16]([OH:15])=[C:21]2[C:22](=[O:40])[N:23]([CH2:32][C:33]2[CH:34]=[CH:35][C:36]([F:39])=[CH:37][CH:38]=2)[CH2:24]1, predict the reactants needed to synthesize it. The reactants are: [F:1][C:2]([F:7])([F:6])[C:3]([O-:5])=[O:4].C([O:15][C:16]1[C:17](=[O:41])[CH2:18][CH:19]=[N+:20]2[CH:25]([CH2:26][C:27]([N:29]([CH3:31])[CH3:30])=[O:28])[CH2:24][N:23]([CH2:32][C:33]3[CH:38]=[CH:37][C:36]([F:39])=[CH:35][CH:34]=3)[C:22](=[O:40])[C:21]=12)C1C=CC=CC=1. (5) Given the product [CH2:33]([O:35][C:36](=[O:49])[CH:37]([O:46][CH2:47][CH3:48])[CH2:38][C:39]1[CH:44]=[CH:43][C:42]([O:15][CH2:14][CH2:13][O:12][CH:10]2[C:9]3[CH:16]=[CH:17][CH:18]=[CH:19][C:8]=3[CH2:7][O:6][C:5]3[CH:4]=[CH:3][CH:2]=[CH:1][C:11]2=3)=[CH:41][CH:40]=1)[CH3:34], predict the reactants needed to synthesize it. The reactants are: [CH:1]1[C:11]2[CH:10]([O:12][CH2:13][CH2:14][OH:15])[C:9]3[CH:16]=[CH:17][CH:18]=[CH:19][C:8]=3[CH2:7][O:6][C:5]=2[CH:4]=[CH:3][CH:2]=1.C(P(CCCC)CCCC)CCC.[CH2:33]([O:35][C:36](=[O:49])[CH:37]([O:46][CH2:47][CH3:48])[CH2:38][C:39]1[CH:44]=[CH:43][C:42](O)=[CH:41][CH:40]=1)[CH3:34].C1CCN(C(N=NC(N2CCCCC2)=O)=O)CC1.